The task is: Predict the reactants needed to synthesize the given product.. This data is from Full USPTO retrosynthesis dataset with 1.9M reactions from patents (1976-2016). (1) The reactants are: [CH3:1][O:2][C:3](=[O:12])[C:4]1[CH:9]=[CH:8][C:7]([NH:10][CH3:11])=[CH:6][CH:5]=1.[Cl:13][CH2:14][C:15](Cl)=[O:16]. Given the product [CH3:1][O:2][C:3](=[O:12])[C:4]1[CH:9]=[CH:8][C:7]([N:10]([C:15](=[O:16])[CH2:14][Cl:13])[CH3:11])=[CH:6][CH:5]=1, predict the reactants needed to synthesize it. (2) Given the product [OH:27][C:21]1[CH:20]=[CH:19][C:18]([S:15]([NH:13][N:14]=[C:5]2[C:4]3[C:8](=[CH:9][CH:10]=[C:2]([I:1])[CH:3]=3)[NH:7][C:6]2=[O:11])(=[O:16])=[O:17])=[CH:26][C:22]=1[C:23]([OH:25])=[O:24], predict the reactants needed to synthesize it. The reactants are: [I:1][C:2]1[CH:3]=[C:4]2[C:8](=[CH:9][CH:10]=1)[NH:7][C:6](=[O:11])[C:5]2=O.[NH:13]([S:15]([C:18]1[CH:19]=[CH:20][C:21]([OH:27])=[C:22]([CH:26]=1)[C:23]([OH:25])=[O:24])(=[O:17])=[O:16])[NH2:14]. (3) Given the product [CH3:1][O:2][C:3]([C@H:5]1[CH2:9][C@H:8]([O:10][CH2:14][CH3:15])[C@@H:7]([N:11]=[N+:12]=[N-:13])[CH2:6]1)=[O:4], predict the reactants needed to synthesize it. The reactants are: [CH3:1][O:2][C:3]([C@H:5]1[CH2:9][C@H:8]([OH:10])[C@@H:7]([N:11]=[N+:12]=[N-:13])[CH2:6]1)=[O:4].[CH2:14](I)[CH3:15]. (4) Given the product [CH3:8][O:7][C:5](=[O:6])[C:4]1[CH:9]=[CH:10][CH:11]=[C:2]([O:1][CH2:13][C:14]([O:16][C:17]([CH3:20])([CH3:19])[CH3:18])=[O:15])[CH:3]=1, predict the reactants needed to synthesize it. The reactants are: [OH:1][C:2]1[CH:3]=[C:4]([CH:9]=[CH:10][CH:11]=1)[C:5]([O:7][CH3:8])=[O:6].Br[CH2:13][C:14]([O:16][C:17]([CH3:20])([CH3:19])[CH3:18])=[O:15].C(=O)([O-])[O-].[K+].[K+].